This data is from Forward reaction prediction with 1.9M reactions from USPTO patents (1976-2016). The task is: Predict the product of the given reaction. (1) Given the reactants [C:1]([CH2:9][C:10]([O:12]CC)=O)(=O)[C:2]1[CH:7]=[CH:6][CH:5]=[CH:4][CH:3]=1.[NH:15]([C:17]1[CH:22]=[CH:21][CH:20]=[CH:19][N:18]=1)[NH2:16], predict the reaction product. The product is: [N:18]1[CH:19]=[CH:20][CH:21]=[CH:22][C:17]=1[N:15]1[C:10]([OH:12])=[CH:9][C:1]([C:2]2[CH:3]=[CH:4][CH:5]=[CH:6][CH:7]=2)=[N:16]1. (2) Given the reactants [NH:1]1[C:9]2[C:4](=[CH:5][CH:6]=[CH:7][CH:8]=2)[C:3]([CH2:10][C@@H:11]2[C:17](=[O:18])[N:16]([CH2:19][C:20]([N:22]3[C:28]4[CH:29]=[CH:30][CH:31]=[C:32]([O:33][CH3:34])[C:27]=4[CH2:26][CH2:25][CH2:24][CH2:23]3)=[O:21])[C:15]3[CH:35]=[CH:36][CH:37]=[CH:38][C:14]=3[N:13]([C:39]3[CH:44]=[CH:43][CH:42]=[CH:41][CH:40]=3)[C:12]2=[O:45])=[N:2]1, predict the reaction product. The product is: [CH3:34][O:33][C:32]1[C:27]2[CH2:26][CH2:25][CH2:24][CH2:23][N:22]([C:20](=[O:21])[CH2:19][N:16]3[C:15]4[CH:35]=[CH:36][CH:37]=[CH:38][C:14]=4[N:13]([C:39]4[CH:40]=[CH:41][CH:42]=[CH:43][CH:44]=4)[C:12](=[O:45])[C@H:11]([CH2:10][C:3]4[C:4]5[CH2:5][CH2:6][CH2:7][CH2:8][C:9]=5[NH:1][N:2]=4)[C:17]3=[O:18])[C:28]=2[CH:29]=[CH:30][CH:31]=1.